This data is from Full USPTO retrosynthesis dataset with 1.9M reactions from patents (1976-2016). The task is: Predict the reactants needed to synthesize the given product. (1) Given the product [CH3:30][C:29]1[C:24]([N:21]2[CH2:22][CH2:23][N:18]([C:16]([C:13]3[CH:14]=[CH:15][C:10]([N:7]4[C@H:3]([CH2:2][OH:1])[CH2:4][CH2:5][C:6]4=[O:8])=[C:11]([F:32])[CH:12]=3)=[O:17])[CH2:19][CH2:20]2)=[N:25][CH:26]=[C:27]([CH3:31])[CH:28]=1, predict the reactants needed to synthesize it. The reactants are: [OH:1][CH2:2][C@H:3]1[NH:7][C:6](=[O:8])[CH2:5][CH2:4]1.Br[C:10]1[CH:15]=[CH:14][C:13]([C:16]([N:18]2[CH2:23][CH2:22][N:21]([C:24]3[C:29]([CH3:30])=[CH:28][C:27]([CH3:31])=[CH:26][N:25]=3)[CH2:20][CH2:19]2)=[O:17])=[CH:12][C:11]=1[F:32]. (2) Given the product [Br:1][C:2]1[CH:10]=[C:9]2[C:5]([C:6]([CH3:12])=[CH:7][NH:8]2)=[CH:4][CH:3]=1, predict the reactants needed to synthesize it. The reactants are: [Br:1][C:2]1[CH:10]=[C:9]2[C:5]([C:6](O)([CH3:12])[C:7](=O)[NH:8]2)=[CH:4][CH:3]=1. (3) The reactants are: [CH3:1][N:2]([CH3:16])[CH2:3][CH2:4][CH2:5][O:6][C:7]1[CH:15]=[CH:14][C:10]([C:11](Cl)=[O:12])=[CH:9][CH:8]=1.[CH3:17][C:18]([OH:35])(/[CH:20]=[CH:21]/[Sn](CCCC)(CCCC)CCCC)[CH3:19]. Given the product [CH3:1][N:2]([CH3:16])[CH2:3][CH2:4][CH2:5][O:6][C:7]1[CH:15]=[CH:14][C:10]([C:11](=[O:12])/[CH:21]=[CH:20]/[C:18]([OH:35])([CH3:19])[CH3:17])=[CH:9][CH:8]=1, predict the reactants needed to synthesize it. (4) Given the product [CH3:18][O:19][C:20]1[N:21]=[CH:22][C:23]([C:2]2[CH:3]=[CH:4][C:5]3[N:6]([CH:8]=[C:9]([NH2:11])[N:10]=3)[CH:7]=2)=[CH:24][CH:25]=1, predict the reactants needed to synthesize it. The reactants are: Br[C:2]1[CH:3]=[CH:4][C:5]2[N:6]([CH:8]=[C:9]([NH:11]C(=O)C(F)(F)F)[N:10]=2)[CH:7]=1.[CH3:18][O:19][C:20]1[CH:25]=[CH:24][C:23](B(O)O)=[CH:22][N:21]=1.C([O-])([O-])=O.[Cs+].[Cs+].O. (5) The reactants are: [CH2:1]([O:3][C:4]([C:6]1[C:7]2[O:14][C:13]([C:15](=[O:26])[NH:16][O:17][CH2:18][C@H:19]3[CH2:23][O:22][C:21]([CH3:25])([CH3:24])[O:20]3)=[C:12]([NH:27][C:28]3[CH:33]=[CH:32][C:31]([Si](C)(C)C)=[CH:30][C:29]=3[F:38])[C:8]=2[CH:9]=[N:10][CH:11]=1)=[O:5])[CH3:2].[I:39]Cl.S([O-])([O-])(=O)=S.[Na+].[Na+]. Given the product [CH2:1]([O:3][C:4]([C:6]1[C:7]2[O:14][C:13]([C:15](=[O:26])[NH:16][O:17][CH2:18][C@H:19]3[CH2:23][O:22][C:21]([CH3:25])([CH3:24])[O:20]3)=[C:12]([NH:27][C:28]3[CH:33]=[CH:32][C:31]([I:39])=[CH:30][C:29]=3[F:38])[C:8]=2[CH:9]=[N:10][CH:11]=1)=[O:5])[CH3:2], predict the reactants needed to synthesize it. (6) Given the product [CH2:26]([N:3]([CH2:1][CH3:2])[C:4](=[O:25])[C:5]1[CH:10]=[CH:9][C:8]([CH2:11][N:12]2[C:20]3[CH2:19][CH2:18][N:17]([CH3:28])[CH2:16][C:15]=3[C:14]([C:21]([F:24])([F:23])[F:22])=[N:13]2)=[CH:7][CH:6]=1)[CH3:27], predict the reactants needed to synthesize it. The reactants are: [CH2:1]([N:3]([CH2:26][CH3:27])[C:4](=[O:25])[C:5]1[CH:10]=[CH:9][C:8]([CH2:11][N:12]2[C:20]3[CH2:19][CH2:18][NH:17][CH2:16][C:15]=3[C:14]([C:21]([F:24])([F:23])[F:22])=[N:13]2)=[CH:7][CH:6]=1)[CH3:2].[CH:28](O)=O. (7) Given the product [CH2:1]([N:8]1[CH2:18][CH2:17][C:11]2[N:12]=[CH:13][N:14]=[C:15]([NH:29][C@@H:27]([C:24]3[CH:25]=[N:26][C:21]([C:20]([F:31])([F:19])[F:30])=[CH:22][CH:23]=3)[CH3:28])[C:10]=2[CH2:9]1)[C:2]1[CH:7]=[CH:6][CH:5]=[CH:4][CH:3]=1, predict the reactants needed to synthesize it. The reactants are: [CH2:1]([N:8]1[CH2:18][CH2:17][C:11]2[N:12]=[CH:13][N:14]=[C:15](Cl)[C:10]=2[CH2:9]1)[C:2]1[CH:7]=[CH:6][CH:5]=[CH:4][CH:3]=1.[F:19][C:20]([F:31])([F:30])[C:21]1[N:26]=[CH:25][C:24]([C@H:27]([NH2:29])[CH3:28])=[CH:23][CH:22]=1.C(N(CC)C(C)C)(C)C.